Predict the reaction yield, written as a fraction of the theoretical maximum amount of product (1.0 means a 100% yield; for example, 0.34 means a 34% yield). From a dataset of Reaction yield outcomes from USPTO patents with 853,638 reactions. (1) The reactants are [CH2:1]1[O:9][C:8]2[CH:7]=[CH:6][C:5]([CH2:10][CH2:11][C:12]([OH:14])=O)=[CH:4][C:3]=2[O:2]1.CN1CCOCC1.C(OC(Cl)=O)C(C)C.[NH2:30][C:31]1[CH:40]=[CH:39][C:34]([C:35]([O:37][CH3:38])=[O:36])=[CH:33][CH:32]=1. The catalyst is C1COCC1.CCOCC. The product is [O:9]1[C:8]2[CH:7]=[CH:6][C:5]([CH2:10][CH2:11][C:12]([NH:30][C:31]3[CH:32]=[CH:33][C:34]([C:35]([O:37][CH3:38])=[O:36])=[CH:39][CH:40]=3)=[O:14])=[CH:4][C:3]=2[O:2][CH2:1]1. The yield is 0.620. (2) The reactants are C[O:2][C:3]([C:5]1[C:6]([C:24]2[CH:29]=[CH:28][C:27]([C:30](O)=[O:31])=[CH:26][CH:25]=2)=[CH:7][CH:8]=[C:9]([C:11]2[S:12][CH:13]=[C:14]([C:16]3[CH:21]=[CH:20][C:19]([Cl:22])=[C:18]([Cl:23])[CH:17]=3)[N:15]=2)[CH:10]=1)=[O:4].[CH3:33][N:34]1[C:38]([CH2:39][NH2:40])=[CH:37][CH:36]=[N:35]1. No catalyst specified. The product is [Cl:23][C:18]1[CH:17]=[C:16]([C:14]2[N:15]=[C:11]([C:9]3[CH:10]=[C:5]([C:3]([OH:4])=[O:2])[C:6]([C:24]4[CH:29]=[CH:28][C:27]([C:30](=[O:31])[NH:40][CH2:39][C:38]5[N:34]([CH3:33])[N:35]=[CH:36][CH:37]=5)=[CH:26][CH:25]=4)=[CH:7][CH:8]=3)[S:12][CH:13]=2)[CH:21]=[CH:20][C:19]=1[Cl:22]. The yield is 0.860. (3) The reactants are [F:1][C:2]1[C:7]2[N:8]=[N:9][S:10][C:6]=2[CH:5]=[C:4]([C:11]([NH:13][O:14][CH2:15][CH2:16][O:17]C=C)=[O:12])[C:3]=1[NH:20][C:21]1[CH:26]=[CH:25][C:24]([I:27])=[CH:23][C:22]=1[F:28].Cl.C([O-])(O)=O.[Na+]. The catalyst is C(Cl)Cl. The product is [F:1][C:2]1[C:7]2[N:8]=[N:9][S:10][C:6]=2[CH:5]=[C:4]([C:11]([NH:13][O:14][CH2:15][CH2:16][OH:17])=[O:12])[C:3]=1[NH:20][C:21]1[CH:26]=[CH:25][C:24]([I:27])=[CH:23][C:22]=1[F:28]. The yield is 0.880. (4) The reactants are [Cl-].[Li+].[Si:3]([O:10][CH2:11][CH2:12][NH2:13])([C:6]([CH3:9])([CH3:8])[CH3:7])([CH3:5])[CH3:4].[C:14]([O:18][CH2:19][C:20]1[CH:25]=[CH:24][CH:23]=[CH:22][CH:21]=1)(=[O:17])[CH:15]=[CH2:16]. The catalyst is CO.C1COCC1. The product is [Si:3]([O:10][CH2:11][CH2:12][NH:13][CH2:16][CH2:15][C:14]([O:18][CH2:19][C:20]1[CH:25]=[CH:24][CH:23]=[CH:22][CH:21]=1)=[O:17])([C:6]([CH3:8])([CH3:9])[CH3:7])([CH3:5])[CH3:4]. The yield is 0.370. (5) The reactants are [I:1][C:2]1[C:10]2[C:5](=[CH:6][CH:7]=[C:8]([C:11]3[S:12][C:13]([S:16][CH3:17])=[N:14][N:15]=3)[CH:9]=2)[NH:4][CH:3]=1.[H-].[Na+].[S:20](Cl)([C:23]1[CH:29]=[CH:28][C:26]([CH3:27])=[CH:25][CH:24]=1)(=[O:22])=[O:21]. The catalyst is CN(C=O)C. The product is [I:1][C:2]1[C:10]2[C:5](=[CH:6][CH:7]=[C:8]([C:11]3[S:12][C:13]([S:16][CH3:17])=[N:14][N:15]=3)[CH:9]=2)[N:4]([S:20]([C:23]2[CH:29]=[CH:28][C:26]([CH3:27])=[CH:25][CH:24]=2)(=[O:22])=[O:21])[CH:3]=1. The yield is 0.780.